Dataset: Forward reaction prediction with 1.9M reactions from USPTO patents (1976-2016). Task: Predict the product of the given reaction. (1) Given the reactants [CH3:1][C:2]1[C:8]([CH3:9])=[CH:7][C:5]([NH2:6])=[C:4]([N+:10]([O-:12])=[O:11])[CH:3]=1.[OH-].[Na+].S(OC)(O[CH3:19])(=O)=O, predict the reaction product. The product is: [CH3:19][NH:6][C:5]1[CH:7]=[C:8]([CH3:9])[C:2]([CH3:1])=[CH:3][C:4]=1[N+:10]([O-:12])=[O:11]. (2) Given the reactants [CH3:1][O:2][C:3]1[CH:4]=[C:5]([C:9]2[C:10]([N:27]3[CH2:32][CH2:31][N:30]([C:33]([O:35][C:36]([CH3:39])([CH3:38])[CH3:37])=[O:34])[CH2:29][CH2:28]3)=[C:11]3[CH:17]=[CH:16][N:15](S(C4C=CC=CC=4)(=O)=O)[C:12]3=[N:13][CH:14]=2)[CH:6]=[CH:7][CH:8]=1.CO.[Li+].[OH-].O, predict the reaction product. The product is: [CH3:1][O:2][C:3]1[CH:4]=[C:5]([C:9]2[C:10]([N:27]3[CH2:28][CH2:29][N:30]([C:33]([O:35][C:36]([CH3:39])([CH3:38])[CH3:37])=[O:34])[CH2:31][CH2:32]3)=[C:11]3[CH:17]=[CH:16][NH:15][C:12]3=[N:13][CH:14]=2)[CH:6]=[CH:7][CH:8]=1. (3) Given the reactants [Cl:1][C:2]1[CH:3]=[C:4]([N:8]2[C:37](=[O:38])[CH2:36][C@@:10]3([CH2:14][N:13]([C:15](=[O:31])[C@@H:16]([NH:21][C:22](=[O:30])[CH2:23][CH:24]4[CH2:29][CH2:28][CH2:27][CH2:26][CH2:25]4)[C:17]([CH3:20])([CH3:19])[CH3:18])[C@H:12]([C:32]([O:34]C)=[O:33])[CH2:11]3)[CH2:9]2)[CH:5]=[CH:6][CH:7]=1, predict the reaction product. The product is: [Cl:1][C:2]1[CH:3]=[C:4]([N:8]2[C:37](=[O:38])[CH2:36][C@@:10]3([CH2:14][N:13]([C:15](=[O:31])[C@@H:16]([NH:21][C:22](=[O:30])[CH2:23][CH:24]4[CH2:25][CH2:26][CH2:27][CH2:28][CH2:29]4)[C:17]([CH3:20])([CH3:18])[CH3:19])[C@H:12]([C:32]([OH:34])=[O:33])[CH2:11]3)[CH2:9]2)[CH:5]=[CH:6][CH:7]=1. (4) Given the reactants ClCCl.[NH2:4][C@H:5]([CH2:10][OH:11])[CH2:6][CH:7]([CH3:9])[CH3:8].C(N(CC)CC)C.[Si:19](Cl)([C:22]([CH3:25])([CH3:24])[CH3:23])([CH3:21])[CH3:20], predict the reaction product. The product is: [Si:19]([O:11][CH2:10][C@@H:5]([NH2:4])[CH2:6][CH:7]([CH3:9])[CH3:8])([C:22]([CH3:25])([CH3:24])[CH3:23])([CH3:21])[CH3:20]. (5) Given the reactants [C:1]([C:3]1[N:4]=[C:5]([O:14][C@H:15]2[CH2:19][CH2:18][N:17]([C:20]([O:22][C:23]([CH3:26])([CH3:25])[CH3:24])=[O:21])[CH2:16]2)[C:6]2[C:11]([CH:12]=1)=[CH:10][CH:9]=[CH:8][C:7]=2[F:13])#[N:2].[NH2:27][NH2:28].O, predict the reaction product. The product is: [F:13][C:7]1[CH:8]=[CH:9][CH:10]=[C:11]2[C:6]=1[C:5]([O:14][C@H:15]1[CH2:19][CH2:18][N:17]([C:20]([O:22][C:23]([CH3:26])([CH3:25])[CH3:24])=[O:21])[CH2:16]1)=[N:4][C:3]([C:1]([NH:27][NH2:28])=[NH:2])=[CH:12]2. (6) Given the reactants [CH3:1][C@H:2]1[CH2:6][CH2:5][CH2:4][N:3]1[CH:7]1[CH2:11][CH2:10][C@H:9]([C:12]2[CH:17]=[CH:16][C:15]([NH2:18])=[CH:14][CH:13]=2)[CH2:8]1.[Cl:19][C:20]1[CH:28]=[CH:27][C:23]([C:24](Cl)=[O:25])=[CH:22][CH:21]=1, predict the reaction product. The product is: [Cl:19][C:20]1[CH:28]=[CH:27][C:23]([C:24]([NH:18][C:15]2[CH:16]=[CH:17][C:12]([C@H:9]3[CH2:10][CH2:11][CH:7]([N:3]4[CH2:4][CH2:5][CH2:6][C@@H:2]4[CH3:1])[CH2:8]3)=[CH:13][CH:14]=2)=[O:25])=[CH:22][CH:21]=1.